Dataset: Reaction yield outcomes from USPTO patents with 853,638 reactions. Task: Predict the reaction yield, written as a fraction of the theoretical maximum amount of product (1.0 means a 100% yield; for example, 0.34 means a 34% yield). (1) The reactants are [CH3:1][S:2]([CH2:5][C:6]([OH:8])=O)(=[O:4])=[O:3].CCN=C=NCCCN(C)C.C1C=CC2N(O)N=NC=2C=1.CCN(C(C)C)C(C)C.OC(C(F)(F)F)=O.[C:46]1([C:52]2[CH:57]=[C:56]([CH:58]3[CH2:63][CH2:62][NH:61][CH2:60][CH2:59]3)[CH:55]=[CH:54][C:53]=2[NH:64][C:65]([C:67]2[NH:68][CH:69]=[C:70]([C:72]#[N:73])[N:71]=2)=[O:66])[CH2:51][CH2:50][CH2:49][CH2:48][CH:47]=1.CCN(CC)CC. The catalyst is C(Cl)Cl. The product is [C:46]1([C:52]2[CH:57]=[C:56]([CH:58]3[CH2:59][CH2:60][N:61]([C:6](=[O:8])[CH2:5][S:2]([CH3:1])(=[O:4])=[O:3])[CH2:62][CH2:63]3)[CH:55]=[CH:54][C:53]=2[NH:64][C:65]([C:67]2[NH:68][CH:69]=[C:70]([C:72]#[N:73])[N:71]=2)=[O:66])[CH2:51][CH2:50][CH2:49][CH2:48][CH:47]=1. The yield is 0.250. (2) The reactants are [NH:1]([C:8](=[O:42])[CH:9]([C:19]1[CH:41]=[CH:40][C:22]([C:23]([NH:25][C:26]2[CH:31]=[CH:30][CH:29]=[CH:28][C:27]=2[NH:32][C:33](=[O:39])[O:34][C:35]([CH3:38])([CH3:37])[CH3:36])=[O:24])=[CH:21][CH:20]=1)[C:10]([NH:12][C:13]1[CH:18]=[CH:17][CH:16]=[CH:15][CH:14]=1)=[O:11])[C:2]1[CH:7]=[CH:6][CH:5]=[CH:4][CH:3]=1.[CH3:43]C(C)([O-])C.[K+].CI. The catalyst is C1COCC1.C(OCC)(=O)C. The product is [NH:1]([C:8](=[O:42])[C:9]([C:19]1[CH:41]=[CH:40][C:22]([C:23]([NH:25][C:26]2[CH:31]=[CH:30][CH:29]=[CH:28][C:27]=2[NH:32][C:33](=[O:39])[O:34][C:35]([CH3:36])([CH3:37])[CH3:38])=[O:24])=[CH:21][CH:20]=1)([C:10]([NH:12][C:13]1[CH:14]=[CH:15][CH:16]=[CH:17][CH:18]=1)=[O:11])[CH3:43])[C:2]1[CH:7]=[CH:6][CH:5]=[CH:4][CH:3]=1. The yield is 0.330.